Dataset: Forward reaction prediction with 1.9M reactions from USPTO patents (1976-2016). Task: Predict the product of the given reaction. (1) Given the reactants O1CCOCC1.[ClH:7].C(OC([NH:15][CH2:16][C:17]1[C:18]([CH2:34][C:35]([CH3:38])([CH3:37])[CH3:36])=[N:19][C:20]([CH3:33])=[C:21]([C:25]=1[C:26]1[CH:31]=[CH:30][C:29]([CH3:32])=[CH:28][CH:27]=1)[C:22]([OH:24])=[O:23])=O)(C)(C)C, predict the reaction product. The product is: [ClH:7].[ClH:7].[NH2:15][CH2:16][C:17]1[C:18]([CH2:34][C:35]([CH3:38])([CH3:37])[CH3:36])=[N:19][C:20]([CH3:33])=[C:21]([C:25]=1[C:26]1[CH:31]=[CH:30][C:29]([CH3:32])=[CH:28][CH:27]=1)[C:22]([OH:24])=[O:23]. (2) Given the reactants [NH2:1][CH2:2][CH2:3][C:4]1[N:8]([C@@H:9]2[CH2:18][C:17]3[C:12](=[C:13]([F:20])[CH:14]=[C:15]([F:19])[CH:16]=3)[O:11][CH2:10]2)[C:7](=[S:21])[NH:6][CH:5]=1.[CH:22](=O)[C:23]1[CH:28]=[CH:27][CH:26]=[CH:25][CH:24]=1.ClCCl, predict the reaction product. The product is: [CH2:22]([NH:1][CH2:2][CH2:3][C:4]1[N:8]([C@@H:9]2[CH2:18][C:17]3[C:12](=[C:13]([F:20])[CH:14]=[C:15]([F:19])[CH:16]=3)[O:11][CH2:10]2)[C:7](=[S:21])[NH:6][CH:5]=1)[C:23]1[CH:28]=[CH:27][CH:26]=[CH:25][CH:24]=1. (3) Given the reactants C1(P(=[CH:20][C:21]([O:23][CH3:24])=[O:22])(C2C=CC=CC=2)C2C=CC=CC=2)C=CC=CC=1.[CH2:25]([O:32][C:33]1[CH:34]=[C:35]([CH:38]=[CH:39][C:40]=1[I:41])[CH:36]=O)[C:26]1[CH:31]=[CH:30][CH:29]=[CH:28][CH:27]=1, predict the reaction product. The product is: [CH2:25]([O:32][C:33]1[CH:34]=[C:35](/[CH:36]=[CH:20]/[C:21]([O:23][CH3:24])=[O:22])[CH:38]=[CH:39][C:40]=1[I:41])[C:26]1[CH:31]=[CH:30][CH:29]=[CH:28][CH:27]=1. (4) Given the reactants C([Li])CCC.[Br-].[OH:7][C:8]1[CH:33]=[CH:32][CH:31]=[CH:30][C:9]=1[CH2:10][P+](C1C=CC=CC=1)(C1C=CC=CC=1)C1C=CC=CC=1.[CH:34]([CH:36]([CH2:49][CH2:50][C:51]1[CH:60]=[CH:59][C:54]([C:55]([O:57][CH3:58])=[O:56])=[CH:53][CH:52]=1)[CH2:37][CH2:38][C:39]1[CH:48]=[CH:47][C:42]([C:43]([O:45][CH3:46])=[O:44])=[CH:41][CH:40]=1)=O.[Cl-].[NH4+], predict the reaction product. The product is: [OH:7][C:8]1[CH:33]=[CH:32][CH:31]=[CH:30][C:9]=1/[CH:10]=[CH:34]/[CH:36]([CH2:37][CH2:38][C:39]1[CH:40]=[CH:41][C:42]([C:43]([O:45][CH3:46])=[O:44])=[CH:47][CH:48]=1)[CH2:49][CH2:50][C:51]1[CH:60]=[CH:59][C:54]([C:55]([O:57][CH3:58])=[O:56])=[CH:53][CH:52]=1. (5) The product is: [Cl:18][C:16]1[C:17]2[NH:9][C:10]3[C:22]([C:28]([F:31])([F:29])[F:30])([OH:23])[CH2:21][CH2:20][C:11]=3[C:12]=2[CH:13]=[C:14]([Cl:19])[CH:15]=1. Given the reactants C(OC[N:9]1[C:17]2[C:16]([Cl:18])=[CH:15][C:14]([Cl:19])=[CH:13][C:12]=2[C:11]2[CH2:20][CH2:21][C:22]([C:28]([F:31])([F:30])[F:29])([O:23][Si](C)(C)C)[C:10]1=2)(=O)C(C)(C)C.[OH-].[K+], predict the reaction product. (6) Given the reactants C[O:2][C:3](=[O:46])[C@@H:4]([NH:31][C:32]1[CH:37]=[CH:36][CH:35]=[CH:34][C:33]=1[C:38](=[O:45])[C:39]1[CH:44]=[CH:43][CH:42]=[CH:41][CH:40]=1)[CH2:5][C:6]1[CH:11]=[CH:10][C:9]([O:12][CH2:13][C:14]([CH2:29][CH3:30])=[CH:15][C:16]2[CH:28]=[CH:27][C:26]3[C:25]4[C:20](=[CH:21][CH:22]=[CH:23][CH:24]=4)[CH2:19][C:18]=3[CH:17]=2)=[CH:8][CH:7]=1.[OH-].[Na+], predict the reaction product. The product is: [C:38]([C:33]1[CH:34]=[CH:35][CH:36]=[CH:37][C:32]=1[NH:31][C@@H:4]([CH2:5][C:6]1[CH:11]=[CH:10][C:9]([O:12][CH2:13][C:14]([CH2:29][CH3:30])=[CH:15][C:16]2[CH:28]=[CH:27][C:26]3[C:25]4[C:20](=[CH:21][CH:22]=[CH:23][CH:24]=4)[CH2:19][C:18]=3[CH:17]=2)=[CH:8][CH:7]=1)[C:3]([OH:46])=[O:2])(=[O:45])[C:39]1[CH:44]=[CH:43][CH:42]=[CH:41][CH:40]=1. (7) Given the reactants [C:1]1([OH:7])[CH:6]=[CH:5][CH:4]=[CH:3][CH:2]=1.CC(C)([O-])C.[K+].[CH3:14][O:15][C:16](=[O:27])[C:17]1[CH:22]=[C:21]([N+:23]([O-:25])=[O:24])[CH:20]=[CH:19][C:18]=1Cl, predict the reaction product. The product is: [CH3:14][O:15][C:16](=[O:27])[C:17]1[CH:22]=[C:21]([N+:23]([O-:25])=[O:24])[CH:20]=[CH:19][C:18]=1[O:7][C:1]1[CH:6]=[CH:5][CH:4]=[CH:3][CH:2]=1. (8) Given the reactants [NH2:1][C:2]1[C:3]([NH:12][CH2:13][CH:14]([O:17][CH3:18])[O:15][CH3:16])=[C:4]([CH:9]=[CH:10][CH:11]=1)[C:5]([O:7][CH3:8])=[O:6].[Cl:19][C:20]1[CH:27]=[CH:26][CH:25]=[CH:24][C:21]=1[CH:22]=O, predict the reaction product. The product is: [Cl:19][C:20]1[CH:27]=[CH:26][CH:25]=[CH:24][C:21]=1[C:22]1[N:12]([CH2:13][CH:14]([O:17][CH3:18])[O:15][CH3:16])[C:3]2[C:4]([C:5]([O:7][CH3:8])=[O:6])=[CH:9][CH:10]=[CH:11][C:2]=2[N:1]=1. (9) Given the reactants Br[CH2:2][C:3](Br)=[O:4].[C:6]([NH:10][C:11]1[C:12]([NH2:18])=[CH:13][CH:14]=[CH:15][C:16]=1[Cl:17])([CH3:9])([CH3:8])[CH3:7].C(N(C(C)C)CC)(C)C.[I-].[Na+], predict the reaction product. The product is: [C:6]([N:10]1[C:11]2[C:12](=[CH:13][CH:14]=[CH:15][C:16]=2[Cl:17])[NH:18][C:3](=[O:4])[CH2:2]1)([CH3:9])([CH3:7])[CH3:8].